Dataset: NCI-60 drug combinations with 297,098 pairs across 59 cell lines. Task: Regression. Given two drug SMILES strings and cell line genomic features, predict the synergy score measuring deviation from expected non-interaction effect. (1) Synergy scores: CSS=32.1, Synergy_ZIP=6.80, Synergy_Bliss=4.82, Synergy_Loewe=3.74, Synergy_HSA=3.52. Drug 1: CC12CCC3C(C1CCC2=O)CC(=C)C4=CC(=O)C=CC34C. Drug 2: C1C(C(OC1N2C=NC3=C(N=C(N=C32)Cl)N)CO)O. Cell line: NCI-H322M. (2) Drug 1: C1=CC(=CC=C1CC(C(=O)O)N)N(CCCl)CCCl.Cl. Drug 2: C(CCl)NC(=O)N(CCCl)N=O. Cell line: SK-MEL-5. Synergy scores: CSS=15.2, Synergy_ZIP=1.49, Synergy_Bliss=7.32, Synergy_Loewe=-5.68, Synergy_HSA=-0.0262. (3) Drug 1: C1=CC(=CC=C1CC(C(=O)O)N)N(CCCl)CCCl.Cl. Drug 2: CCC1(C2=C(COC1=O)C(=O)N3CC4=CC5=C(C=CC(=C5CN(C)C)O)N=C4C3=C2)O.Cl. Cell line: SK-MEL-28. Synergy scores: CSS=9.06, Synergy_ZIP=0.192, Synergy_Bliss=4.87, Synergy_Loewe=-2.53, Synergy_HSA=0.964. (4) Drug 1: CCCCCOC(=O)NC1=NC(=O)N(C=C1F)C2C(C(C(O2)C)O)O. Drug 2: CN(C(=O)NC(C=O)C(C(C(CO)O)O)O)N=O. Cell line: SW-620. Synergy scores: CSS=2.45, Synergy_ZIP=-2.12, Synergy_Bliss=-0.456, Synergy_Loewe=-9.11, Synergy_HSA=-4.74. (5) Drug 1: C1=CC(=CC=C1CCC2=CNC3=C2C(=O)NC(=N3)N)C(=O)NC(CCC(=O)O)C(=O)O. Drug 2: C1=NC2=C(N1)C(=S)N=CN2. Cell line: RXF 393. Synergy scores: CSS=13.9, Synergy_ZIP=-2.26, Synergy_Bliss=-10.9, Synergy_Loewe=-9.23, Synergy_HSA=-7.65. (6) Drug 1: C1=NC2=C(N=C(N=C2N1C3C(C(C(O3)CO)O)F)Cl)N. Drug 2: C1C(C(OC1N2C=NC(=NC2=O)N)CO)O. Cell line: OVCAR-8. Synergy scores: CSS=33.2, Synergy_ZIP=-2.47, Synergy_Bliss=-1.57, Synergy_Loewe=1.53, Synergy_HSA=2.93.